From a dataset of Full USPTO retrosynthesis dataset with 1.9M reactions from patents (1976-2016). Predict the reactants needed to synthesize the given product. (1) Given the product [CH3:20][C@H:15]1[NH:16][C@@H:17]([CH3:19])[CH2:18][N:13]([C:10]2[CH:11]=[C:12]3[C:7]([CH2:6][CH2:5][NH:4]3)=[CH:8][C:9]=2[O:21][CH3:22])[CH2:14]1, predict the reactants needed to synthesize it. The reactants are: C([N:4]1[C:12]2[C:7](=[CH:8][C:9]([O:21][CH3:22])=[C:10]([N:13]3[CH2:18][C@H:17]([CH3:19])[NH:16][C@H:15]([CH3:20])[CH2:14]3)[CH:11]=2)[CH2:6][CH2:5]1)(=O)C.C([O-])([O-])=O.[K+].[K+]. (2) Given the product [C:18]1([N:25]2[CH2:26][CH2:27][C:28](=[O:31])[CH2:29][CH2:30]2)[CH:19]=[CH:24][CH:23]=[CH:22][CH:21]=1, predict the reactants needed to synthesize it. The reactants are: NC1C=CC=CC=1.C(=O)([O-])[O-].[K+].[K+].C(O)C.[I-].[CH2:18]([N+:25]1(C)[CH2:30][CH2:29][C:28](=[O:31])[CH2:27][CH2:26]1)[C:19]1[CH:24]=[CH:23][CH:22]=[CH:21]C=1. (3) The reactants are: [C:1]([OH:9])(=[O:8])[C@H:2]([CH2:4][C:5]([OH:7])=[O:6])[OH:3].[F:10][C:11]1[CH:16]=[CH:15][CH:14]=[CH:13][C:12]=1[N:17]1[C:25]2[C:20](=[CH:21][CH:22]=[CH:23][CH:24]=2)[C:19]([O:26][CH:27]2[CH2:32][CH2:31][NH:30][CH2:29][CH2:28]2)=[N:18]1.N#N.CC(OC)(C)C. Given the product [C:1]([OH:9])(=[O:8])[C@H:2]([CH2:4][C:5]([OH:7])=[O:6])[OH:3].[F:10][C:11]1[CH:16]=[CH:15][CH:14]=[CH:13][C:12]=1[N:17]1[C:25]2[C:20](=[CH:21][CH:22]=[CH:23][CH:24]=2)[C:19]([O:26][CH:27]2[CH2:32][CH2:31][NH:30][CH2:29][CH2:28]2)=[N:18]1, predict the reactants needed to synthesize it.